From a dataset of Reaction yield outcomes from USPTO patents with 853,638 reactions. Predict the reaction yield, written as a fraction of the theoretical maximum amount of product (1.0 means a 100% yield; for example, 0.34 means a 34% yield). (1) The reactants are [N+:1]([C:4]1[CH:15]=[CH:14][C:7]([CH2:8][C@@H:9]([C:11]([OH:13])=[O:12])[NH2:10])=[CH:6][CH:5]=1)([O-:3])=[O:2].[OH-].[Na+].[Cl:18][C:19]1[CH:27]=[CH:26][CH:25]=[C:24]([Cl:28])[C:20]=1[C:21](Cl)=[O:22].Cl. The catalyst is CC(C)=O.O. The product is [Cl:18][C:19]1[CH:27]=[CH:26][CH:25]=[C:24]([Cl:28])[C:20]=1[C:21]([NH:10][C@H:9]([C:11]([OH:13])=[O:12])[CH2:8][C:7]1[CH:6]=[CH:5][C:4]([N+:1]([O-:3])=[O:2])=[CH:15][CH:14]=1)=[O:22]. The yield is 0.970. (2) The reactants are C(OC(=O)[NH:7][CH2:8][CH2:9][N:10]([CH:20]([C:24]1[N:25]([CH2:35][C:36]2[CH:41]=[CH:40][CH:39]=[CH:38][CH:37]=2)[C:26](=[O:34])[C:27]2[C:32]([CH3:33])=[N:31][S:30][C:28]=2[N:29]=1)[CH:21]([CH3:23])[CH3:22])[C:11](=[O:19])[C:12]1[CH:17]=[CH:16][C:15]([Br:18])=[CH:14][CH:13]=1)(C)(C)C.[ClH:43]. The catalyst is O1CCOCC1. The product is [ClH:43].[NH2:7][CH2:8][CH2:9][N:10]([CH:20]([C:24]1[N:25]([CH2:35][C:36]2[CH:41]=[CH:40][CH:39]=[CH:38][CH:37]=2)[C:26](=[O:34])[C:27]2[C:32]([CH3:33])=[N:31][S:30][C:28]=2[N:29]=1)[CH:21]([CH3:23])[CH3:22])[C:11](=[O:19])[C:12]1[CH:17]=[CH:16][C:15]([Br:18])=[CH:14][CH:13]=1. The yield is 0.960. (3) The reactants are C(P(C(C)(C)C)C(C)(C)C)(C)(C)C.[CH:14]1[CH:19]=[C:18]([C:20]2[CH:25]=[CH:24][CH:23]=[C:22]([C:26]3[N:31]=[CH:30][CH:29]=[CH:28][CH:27]=3)[N:21]=2)[N:17]=[CH:16][CH:15]=1.C#C.C([Sn](CCCC)CCCC)CCC. The catalyst is C1(C)C=CC=CC=1.C1C=CC(/C=C/C(/C=C/C2C=CC=CC=2)=O)=CC=1.C1C=CC(/C=C/C(/C=C/C2C=CC=CC=2)=O)=CC=1.C1C=CC(/C=C/C(/C=C/C2C=CC=CC=2)=O)=CC=1.[Pd].[Pd]. The product is [CH:28]1[CH:27]=[C:26]([C:22]2[CH:23]=[CH:24][CH:25]=[C:20]([C:18]3[N:17]=[CH:16][CH:15]=[CH:14][CH:19]=3)[N:21]=2)[N:31]=[CH:30][CH:29]=1. The yield is 0.840. (4) The reactants are [O:1]=[C:2]1[C:10]2[CH:9]=[C:8]3[O:11][CH2:12][O:13][C:7]3=[CH:6][C:5]=2[C:4](=[O:14])[N:3]1[CH2:15][CH2:16][CH:17]1[CH2:22][CH2:21][N:20](C(OC(C)(C)C)=O)[CH2:19][CH2:18]1.[ClH:30]. The catalyst is C(OCC)(=O)C. The product is [ClH:30].[NH:20]1[CH2:21][CH2:22][CH:17]([CH2:16][CH2:15][N:3]2[C:4](=[O:14])[C:5]3[CH:6]=[C:7]4[O:13][CH2:12][O:11][C:8]4=[CH:9][C:10]=3[C:2]2=[O:1])[CH2:18][CH2:19]1. The yield is 0.923. (5) The reactants are CN(C)CCNC.C(=O)=O.CC#N.[CH2:14]([Li])[CH2:15][CH2:16]C.[F:19][C:20]([F:30])([F:29])[C:21]1[CH:28]=[CH:27][C:24]([CH:25]=[O:26])=[CH:23][CH:22]=1.C(Br)C=C. The catalyst is CCCCCC.O1CCCC1.[Cu]Br. The product is [CH2:16]([C:27]1[CH:28]=[C:21]([C:20]([F:29])([F:30])[F:19])[CH:22]=[CH:23][C:24]=1[CH:25]=[O:26])[CH:15]=[CH2:14]. The yield is 0.850. (6) The reactants are [F:1][C:2]1[CH:7]=[CH:6][CH:5]=[C:4]([F:8])[C:3]=1[C:9]1[N:14]=[C:13]([C:15]([NH:17][C:18]2[CH:19]=[N:20][CH:21]=[CH:22][C:23]=2[C@H:24]2[CH2:29][C@@H:28]([NH:30]C(=O)OC(C)(C)C)[C@H:27]([OH:38])[C@@H:26]([CH3:39])[CH2:25]2)=[O:16])[CH:12]=[CH:11][C:10]=1[F:40].[CH3:41][S:42](Cl)(=[O:44])=[O:43]. The catalyst is C(Cl)Cl. The product is [CH3:41][S:42]([O:38][C@@H:27]1[C@@H:26]([CH3:39])[CH2:25][C@@H:24]([C:23]2[CH:22]=[CH:21][N:20]=[CH:19][C:18]=2[NH:17][C:15](=[O:16])[C:13]2[CH:12]=[CH:11][C:10]([F:40])=[C:9]([C:3]3[C:2]([F:1])=[CH:7][CH:6]=[CH:5][C:4]=3[F:8])[N:14]=2)[CH2:29][C@H:28]1[NH2:30])(=[O:44])=[O:43]. The yield is 0.310.